From a dataset of Catalyst prediction with 721,799 reactions and 888 catalyst types from USPTO. Predict which catalyst facilitates the given reaction. (1) Reactant: C([O:8][NH:9][C:10](=[O:34])[CH2:11][CH2:12][CH2:13][CH2:14][CH2:15][N:16]1[C:25]2[C:20]([C:21](=[O:27])[NH:22][C:23](=[O:26])[N:24]=2)=[N:19][C:18]2[CH:28]=[C:29]([CH3:33])[C:30]([CH3:32])=[CH:31][C:17]1=2)C1C=CC=CC=1. Product: [CH3:33][C:29]1[C:30]([CH3:32])=[CH:31][C:17]2[N:16]([CH2:15][CH2:14][CH2:13][CH2:12][CH2:11][C:10]([NH:9][OH:8])=[O:34])[C:25]3[C:20]([C:21](=[O:27])[NH:22][C:23](=[O:26])[N:24]=3)=[N:19][C:18]=2[CH:28]=1. The catalyst class is: 5. (2) Reactant: [Br:1][C:2]1[C:3]([NH2:9])=[N:4][CH:5]=[C:6]([Cl:8])[CH:7]=1.[Cl:10][C:11]1[CH:12]=[C:13]([CH:16]=[CH:17][CH:18]=1)[CH:14]=O.O.C1(C)C=CC(S(O)(=O)=O)=CC=1.[N+:31]([C:33]([CH3:36])([CH3:35])[CH3:34])#[C-:32]. Product: [Br:1][C:2]1[C:3]2[N:4]([C:32]([NH:31][C:33]([CH3:36])([CH3:35])[CH3:34])=[C:14]([C:13]3[CH:16]=[CH:17][CH:18]=[C:11]([Cl:10])[CH:12]=3)[N:9]=2)[CH:5]=[C:6]([Cl:8])[CH:7]=1. The catalyst class is: 5. (3) Product: [Cl:24][C:20]1[N:8]([C:5]2[CH:6]=[CH:7][C:2]([Cl:1])=[CH:3][CH:4]=2)[N:9]=[C:10]2[C:19]3[CH2:18][CH2:17][CH2:16][CH2:15][C:14]=3[N:13]=[CH:12][C:11]=12. The catalyst class is: 25. Reactant: [Cl:1][C:2]1[CH:7]=[CH:6][C:5]([N:8]2[C:20](=O)[C:11]3=[CH:12][NH:13][C:14]4[CH2:15][CH2:16][CH2:17][CH2:18][C:19]=4[C:10]3=[N:9]2)=[CH:4][CH:3]=1.O=P(Cl)(Cl)[Cl:24].C([O-])([O-])=O.[Na+].[Na+]. (4) Reactant: C(O)(=O)C.[Br:5][C:6]1[CH:7]=[CH:8][C:9]([N+:27]([O-])=O)=[C:10]([N:12]([CH2:18][C:19]2[C:24]([F:25])=[CH:23][CH:22]=[CH:21][C:20]=2[F:26])[C@H:13]([C:15](O)=[O:16])[CH3:14])[CH:11]=1. Product: [Br:5][C:6]1[CH:11]=[C:10]2[C:9](=[CH:8][CH:7]=1)[NH:27][C:15](=[O:16])[CH:13]([CH3:14])[N:12]2[CH2:18][C:19]1[C:24]([F:25])=[CH:23][CH:22]=[CH:21][C:20]=1[F:26]. The catalyst class is: 415. (5) The catalyst class is: 7. Reactant: C([Li])CCC.[CH2:6]([C@H:13]1[CH2:17][O:16][C:15](=[O:18])[NH:14]1)[C:7]1[CH:12]=[CH:11][CH:10]=[CH:9][CH:8]=1.[CH:19]1([CH2:25][CH2:26][CH2:27][CH2:28][C:29](Cl)=[O:30])[CH2:24][CH2:23][CH2:22][CH2:21][CH2:20]1. Product: [CH2:6]([C@H:13]1[CH2:17][O:16][C:15](=[O:18])[N:14]1[C:29](=[O:30])[CH2:28][CH2:27][CH2:26][CH2:25][CH:19]1[CH2:24][CH2:23][CH2:22][CH2:21][CH2:20]1)[C:7]1[CH:8]=[CH:9][CH:10]=[CH:11][CH:12]=1. (6) Reactant: Br[C:2]1[CH:3]=[C:4]([C:8]2[CH:13]=[CH:12][CH:11]=[CH:10][C:9]=2[O:14][CH3:15])[CH:5]=[CH:6][CH:7]=1.C([Li])CCC.[CH2:21]([O:28][C:29]1[C:34]([C:35]([C:37]2[CH:42]=[CH:41][CH:40]=[CH:39][CH:38]=2)=[O:36])=[CH:33][CH:32]=[CH:31][C:30]=1[C:43]1[CH:48]=[CH:47][CH:46]=[CH:45][CH:44]=1)[C:22]1[CH:27]=[CH:26][CH:25]=[CH:24][CH:23]=1.[Cl-].[NH4+]. Product: [CH2:21]([O:28][C:29]1[C:34]([C:35]([C:2]2[CH:3]=[C:4]([C:8]3[CH:13]=[CH:12][CH:11]=[CH:10][C:9]=3[O:14][CH3:15])[CH:5]=[CH:6][CH:7]=2)([C:37]2[CH:38]=[CH:39][CH:40]=[CH:41][CH:42]=2)[OH:36])=[CH:33][CH:32]=[CH:31][C:30]=1[C:43]1[CH:48]=[CH:47][CH:46]=[CH:45][CH:44]=1)[C:22]1[CH:23]=[CH:24][CH:25]=[CH:26][CH:27]=1. The catalyst class is: 7. (7) Product: [CH2:9]([O:8][CH2:7][CH:6]([O:5][C:25]1[C:18]([Br:17])=[C:19]([CH:22]=[CH:23][CH:24]=1)[CH:20]=[O:21])[CH3:16])[C:10]1[CH:15]=[CH:14][CH:13]=[CH:12][CH:11]=1. Reactant: CS([O:5][CH:6]([CH3:16])[CH2:7][O:8][CH2:9][C:10]1[CH:15]=[CH:14][CH:13]=[CH:12][CH:11]=1)(=O)=O.[Br:17][C:18]1[C:25](O)=[CH:24][CH:23]=[CH:22][C:19]=1[CH:20]=[O:21].C([O-])([O-])=O.[K+].[K+]. The catalyst class is: 9. (8) Reactant: C[O:2][C:3]1[CH:4]=[C:5]2[C:10](=[CH:11][CH:12]=1)[CH:9]=[C:8]([C@H:13]([CH3:17])[C:14]([OH:16])=[O:15])[CH:7]=[CH:6]2.Br.O. Product: [OH:2][C:3]1[CH:4]=[C:5]2[C:10](=[CH:11][CH:12]=1)[CH:9]=[C:8]([C@H:13]([CH3:17])[C:14]([OH:16])=[O:15])[CH:7]=[CH:6]2. The catalyst class is: 13. (9) Reactant: [Br:1][C:2]1[CH:31]=[CH:30][C:29]([F:32])=[CH:28][C:3]=1[O:4][CH:5]1[CH2:10][CH2:9][N:8]([C:11]2[N:16]=[N:15][C:14]([C:17]3[CH:18]=[N:19][CH:20]=[C:21]([CH:27]=3)[C:22]([O:24]CC)=[O:23])=[CH:13][CH:12]=2)[CH2:7][CH2:6]1.[OH-].[Na+]. Product: [Br:1][C:2]1[CH:31]=[CH:30][C:29]([F:32])=[CH:28][C:3]=1[O:4][CH:5]1[CH2:10][CH2:9][N:8]([C:11]2[N:16]=[N:15][C:14]([C:17]3[CH:18]=[N:19][CH:20]=[C:21]([CH:27]=3)[C:22]([OH:24])=[O:23])=[CH:13][CH:12]=2)[CH2:7][CH2:6]1. The catalyst class is: 5.